From a dataset of Catalyst prediction with 721,799 reactions and 888 catalyst types from USPTO. Predict which catalyst facilitates the given reaction. (1) Reactant: Cl.[NH2:2][C:3]1[NH:4][CH2:5][CH2:6][CH2:7][N:8]=1.CC(C)([O-])C.[K+].[CH2:15]([O:22][C:23]([NH:25][C@@H:26]([CH2:34][NH:35][C:36](=[O:49])[C:37]1[CH:42]=[CH:41][C:40]([CH2:43][CH2:44][C:45](OC)=[O:46])=[CH:39][CH:38]=1)[C:27]([O:29][C:30]([CH3:33])([CH3:32])[CH3:31])=[O:28])=[O:24])[C:16]1[CH:21]=[CH:20][CH:19]=[CH:18][CH:17]=1.C(O)(=O)C. Product: [CH2:15]([O:22][C:23]([NH:25][C@@H:26]([CH2:34][NH:35][C:36](=[O:49])[C:37]1[CH:42]=[CH:41][C:40]([CH2:43][CH2:44][C:45](=[O:46])[NH:2][C:3]2[NH:8][CH2:7][CH2:6][CH2:5][N:4]=2)=[CH:39][CH:38]=1)[C:27]([O:29][C:30]([CH3:32])([CH3:31])[CH3:33])=[O:28])=[O:24])[C:16]1[CH:17]=[CH:18][CH:19]=[CH:20][CH:21]=1. The catalyst class is: 3. (2) Reactant: Cl.[CH2:2]([O:4][C:5]1[CH:6]=[C:7]2[C:12](=[C:13]3[CH2:17][C:16]([CH3:19])([CH3:18])[O:15][C:14]=13)[C:11]([C:20]1[CH:29]=[CH:28][C:23]([C:24]([O:26]C)=[O:25])=[C:22]([NH:30][CH2:31][CH3:32])[CH:21]=1)=[N:10][C:9]([CH3:34])([CH3:33])[CH2:8]2)[CH3:3].[OH-].[Na+]. Product: [CH2:2]([O:4][C:5]1[CH:6]=[C:7]2[C:12](=[C:13]3[CH2:17][C:16]([CH3:19])([CH3:18])[O:15][C:14]=13)[C:11]([C:20]1[CH:29]=[CH:28][C:23]([C:24]([OH:26])=[O:25])=[C:22]([NH:30][CH2:31][CH3:32])[CH:21]=1)=[N:10][C:9]([CH3:33])([CH3:34])[CH2:8]2)[CH3:3]. The catalyst class is: 5. (3) Reactant: [CH3:1][CH:2]([OH:9])[CH2:3][CH2:4][CH2:5][CH2:6][CH2:7][CH3:8].OO. Product: [CH3:1][C:2](=[O:9])[CH2:3][CH2:4][CH2:5][CH2:6][CH2:7][CH3:8]. The catalyst class is: 12. (4) Reactant: [CH:1]([NH:4][S:5]([C:8]1[CH:9]=[C:10]([C:13]([OH:15])=O)[NH:11][CH:12]=1)(=[O:7])=[O:6])([CH3:3])[CH3:2].[F:16][C:17]1[CH:23]=[CH:22][C:20]([NH2:21])=[CH:19][C:18]=1[CH3:24].CCOC(C(C#N)=NOC(N1CCOCC1)=[N+](C)C)=O.F[P-](F)(F)(F)(F)F.C(N(CC)CC)C.Cl. Product: [F:16][C:17]1[CH:23]=[CH:22][C:20]([NH:21][C:13]([C:10]2[NH:11][CH:12]=[C:8]([S:5](=[O:6])(=[O:7])[NH:4][CH:1]([CH3:2])[CH3:3])[CH:9]=2)=[O:15])=[CH:19][C:18]=1[CH3:24]. The catalyst class is: 4. (5) Reactant: [CH3:1][C:2]1([CH3:17])[C:11]2[C:6](=[CH:7][C:8]([N+:14]([O-:16])=[O:15])=[C:9]([O:12][CH3:13])[CH:10]=2)[NH:5][CH2:4][CH2:3]1.C(=O)([O-])[O-].[K+].[K+].[Br:24][CH2:25][C:26](Cl)=[O:27]. Product: [Br:24][CH2:25][C:26]([N:5]1[C:6]2[C:11](=[CH:10][C:9]([O:12][CH3:13])=[C:8]([N+:14]([O-:16])=[O:15])[CH:7]=2)[C:2]([CH3:17])([CH3:1])[CH2:3][CH2:4]1)=[O:27]. The catalyst class is: 7. (6) Reactant: [Cl:1][C:2]1[CH:9]=[C:8]([F:10])[CH:7]=[CH:6][C:3]=1[CH2:4][NH2:5].[S:11]1[CH2:17][C:15](=[O:16])[NH:14][C:12]1=S.CCN(C(C)C)C(C)C. Product: [Cl:1][C:2]1[CH:9]=[C:8]([F:10])[CH:7]=[CH:6][C:3]=1[CH2:4][NH:5][C:12]1[S:11][CH2:17][C:15](=[O:16])[N:14]=1. The catalyst class is: 10. (7) Product: [Br:1][C:2]1[C:3]([CH3:11])=[C:4]([CH2:9][NH:10][C:13]2[C:14]3[C:15](=[N:19][N:20]([CH2:22][C:23]4[CH:24]=[CH:25][C:26]([CH2:29][N:30]5[CH:34]=[CH:33][CH:32]=[N:31]5)=[CH:27][CH:28]=4)[CH:21]=3)[N:16]=[CH:17][N:18]=2)[C:5]([CH3:8])=[CH:6][CH:7]=1. The catalyst class is: 44. Reactant: [Br:1][C:2]1[C:3]([CH3:11])=[C:4]([CH2:9][NH2:10])[C:5]([CH3:8])=[CH:6][CH:7]=1.Cl[C:13]1[C:14]2[C:15](=[N:19][N:20]([CH2:22][C:23]3[CH:28]=[CH:27][C:26]([CH2:29][N:30]4[CH:34]=[CH:33][CH:32]=[N:31]4)=[CH:25][CH:24]=3)[CH:21]=2)[N:16]=[CH:17][N:18]=1.CCN(C(C)C)C(C)C. (8) Reactant: [OH:1][C:2]1[C:3](=[O:10])[CH:4]=[C:5]([CH2:8][OH:9])[NH:6][CH:7]=1.C([O-])([O-])=O.[K+].[K+].Br[CH2:18][CH2:19]Br. Product: [O:10]1[C:3]2[CH:4]=[C:5]([CH2:8][OH:9])[N:6]=[CH:7][C:2]=2[O:1][CH2:19][CH2:18]1. The catalyst class is: 3. (9) Reactant: [CH2:1]([O:3][C:4]([C:6]1[N:10]([CH2:11][C:12]2[CH:17]=[CH:16][C:15](Br)=[CH:14][CH:13]=2)[C:9]2[CH:19]=[C:20](Br)[S:21][C:8]=2[CH:7]=1)=[O:5])[CH3:2].[C:23]1(B(O)O)[CH:28]=[CH:27][CH:26]=[CH:25][CH:24]=1.[O-]P([O-])([O-])=O.[K+].[K+].[K+].[C:40]1(C)[CH:45]=[CH:44][CH:43]=[CH:42][C:41]=1P([C:40]1[CH:45]=[CH:44][CH:43]=[CH:42][C:41]=1C)[C:40]1[CH:45]=[CH:44][CH:43]=[CH:42][C:41]=1C.[NH4+].[Cl-]. Product: [CH2:1]([O:3][C:4]([C:6]1[N:10]([CH2:11][C:12]2[CH:17]=[CH:16][C:15]([C:23]3[CH:28]=[CH:27][CH:26]=[CH:25][CH:24]=3)=[CH:14][CH:13]=2)[C:9]2[CH:19]=[C:20]([C:40]3[CH:45]=[CH:44][CH:43]=[CH:42][CH:41]=3)[S:21][C:8]=2[CH:7]=1)=[O:5])[CH3:2]. The catalyst class is: 718. (10) Reactant: N1C=CC=CC=1.[F:7][C:8]1[CH:13]=[C:12]([I:14])[C:11]([CH3:15])=[CH:10][C:9]=1[NH2:16].ClC([O:20][CH2:21][CH2:22]Cl)=O.[OH-].[K+]. Product: [F:7][C:8]1[CH:13]=[C:12]([I:14])[C:11]([CH3:15])=[CH:10][C:9]=1[NH:16][CH2:22][CH2:21][OH:20]. The catalyst class is: 219.